This data is from Peptide-MHC class I binding affinity with 185,985 pairs from IEDB/IMGT. The task is: Regression. Given a peptide amino acid sequence and an MHC pseudo amino acid sequence, predict their binding affinity value. This is MHC class I binding data. (1) The peptide sequence is MTMPLSCTK. The MHC is HLA-A31:01 with pseudo-sequence HLA-A31:01. The binding affinity (normalized) is 0.398. (2) The binding affinity (normalized) is 0.779. The peptide sequence is RRKAMLQDI. The MHC is Mamu-B03 with pseudo-sequence Mamu-B03. (3) The peptide sequence is TRAPAPFPL. The MHC is HLA-A66:01 with pseudo-sequence HLA-A66:01. The binding affinity (normalized) is 0.213. (4) The MHC is HLA-B35:01 with pseudo-sequence HLA-B35:01. The binding affinity (normalized) is 0. The peptide sequence is DCKTILKAL. (5) The peptide sequence is FLLFLEITY. The MHC is HLA-A33:01 with pseudo-sequence HLA-A33:01. The binding affinity (normalized) is 0.179. (6) The MHC is HLA-A24:02 with pseudo-sequence HLA-A24:02. The peptide sequence is EMICFHEFL. The binding affinity (normalized) is 0.0184. (7) The peptide sequence is GYTMHANYI. The MHC is HLA-A01:01 with pseudo-sequence HLA-A01:01. The binding affinity (normalized) is 0.